This data is from Full USPTO retrosynthesis dataset with 1.9M reactions from patents (1976-2016). The task is: Predict the reactants needed to synthesize the given product. (1) Given the product [O:14]=[C:6]([C:7]([F:12])([F:13])[CH:8]([OH:11])[CH2:9][CH3:10])[C:5]([F:4])([F:17])[F:16], predict the reactants needed to synthesize it. The reactants are: O(O)O.[F:4][C:5]([F:17])([F:16])[C:6](O)([OH:14])[C:7]([F:13])([F:12])[CH:8]([OH:11])[CH2:9][CH3:10]. (2) Given the product [N+:1]([C:4]1[CH:5]=[C:6]([NH:17][C:18]2[C:27]3[C:22](=[CH:23][CH:24]=[CH:25][CH:26]=3)[N:21]=[C:20]([C:28]([O:30][CH:31]([CH3:33])[CH3:32])=[O:29])[N:19]=2)[CH:7]=[C:8]([O:10][C:11]2[CH:12]=[CH:13][CH:14]=[CH:15][CH:16]=2)[CH:9]=1)([O-:3])=[O:2], predict the reactants needed to synthesize it. The reactants are: [N+:1]([C:4]1[CH:5]=[C:6]([NH:17][C:18]2[C:27]3[C:22](=[CH:23][CH:24]=[CH:25][CH:26]=3)[N:21]=[C:20]([C:28]([OH:30])=[O:29])[N:19]=2)[CH:7]=[C:8]([O:10][C:11]2[CH:16]=[CH:15][CH:14]=[CH:13][CH:12]=2)[CH:9]=1)([O-:3])=[O:2].[CH:31](O)([CH3:33])[CH3:32]. (3) Given the product [O:13]=[C:12]1[N:8]([C:4]2[CH:5]=[CH:6][CH:7]=[C:2]([NH:1][C:37](=[O:38])[NH:36][C:30]3[CH:35]=[CH:34][CH:33]=[CH:32][CH:31]=3)[CH:3]=2)[CH2:9][CH:10]([C:14]([NH:16][CH:17]([C:24]2[CH:25]=[N:26][CH:27]=[CH:28][CH:29]=2)[CH2:18][C:19]([O:21][CH2:22][CH3:23])=[O:20])=[O:15])[CH2:11]1, predict the reactants needed to synthesize it. The reactants are: [NH2:1][C:2]1[CH:3]=[C:4]([N:8]2[C:12](=[O:13])[CH2:11][CH:10]([C:14]([NH:16][CH:17]([C:24]3[CH:25]=[N:26][CH:27]=[CH:28][CH:29]=3)[CH2:18][C:19]([O:21][CH2:22][CH3:23])=[O:20])=[O:15])[CH2:9]2)[CH:5]=[CH:6][CH:7]=1.[C:30]1([N:36]=[C:37]=[O:38])[CH:35]=[CH:34][CH:33]=[CH:32][CH:31]=1. (4) Given the product [CH2:29]([N:33]([CH3:34])[C:24]([N:17]1[CH2:18][CH2:19][C:12]2([C:11](=[O:20])[N:10]([C:7]3[CH:8]=[CH:9][C:4]([CH:1]4[CH2:3][CH2:2]4)=[CH:5][CH:6]=3)[CH2:14][CH2:13]2)[CH2:15][CH2:16]1)=[O:23])[CH2:30][CH2:31][CH3:32], predict the reactants needed to synthesize it. The reactants are: [CH:1]1([C:4]2[CH:9]=[CH:8][C:7]([N:10]3[CH2:14][CH2:13][C:12]4([CH2:19][CH2:18][NH:17][CH2:16][CH2:15]4)[C:11]3=[O:20])=[CH:6][CH:5]=2)[CH2:3][CH2:2]1.O=C(Cl)[O:23][C:24](Cl)(Cl)Cl.[CH2:29]([NH:33][CH3:34])[CH2:30][CH2:31][CH3:32].